This data is from Full USPTO retrosynthesis dataset with 1.9M reactions from patents (1976-2016). The task is: Predict the reactants needed to synthesize the given product. Given the product [Cl:7][C:8]1[N:9]=[CH:10][N:11]([C:13]2[CH:18]=[CH:17][C:16]([NH:19][C:20]3[S:21][C:22]4[CH2:28][CH:27]([NH:2][CH3:1])[CH2:26][CH:25]([C:30]5[CH:31]=[CH:32][C:33]([F:36])=[CH:34][CH:35]=5)[C:23]=4[N:24]=3)=[CH:15][C:14]=2[O:37][CH3:38])[CH:12]=1, predict the reactants needed to synthesize it. The reactants are: [C:1]([BH3-])#[N:2].[Na+].CN.[Cl:7][C:8]1[N:9]=[CH:10][N:11]([C:13]2[CH:18]=[CH:17][C:16]([NH:19][C:20]3[S:21][C:22]4[CH2:28][C:27](=O)[CH2:26][CH:25]([C:30]5[CH:35]=[CH:34][C:33]([F:36])=[CH:32][CH:31]=5)[C:23]=4[N:24]=3)=[CH:15][C:14]=2[O:37][CH3:38])[CH:12]=1.